Dataset: Reaction yield outcomes from USPTO patents with 853,638 reactions. Task: Predict the reaction yield, written as a fraction of the theoretical maximum amount of product (1.0 means a 100% yield; for example, 0.34 means a 34% yield). (1) The reactants are C[O:2][C:3](=[O:38])[C:4]1[CH:9]=[CH:8][C:7]([O:10][C:11]2[S:15][C:14]([NH:16][C:17](=[O:37])[CH:18]([C:25]3[CH:30]=[CH:29][C:28]([S:31]([CH:34]4[CH2:36][CH2:35]4)(=[O:33])=[O:32])=[CH:27][CH:26]=3)[O:19][C@@H:20]3[CH2:24][CH2:23][O:22][CH2:21]3)=[N:13][CH:12]=2)=[CH:6][CH:5]=1.[Li+].[OH-]. The catalyst is C1COCC1.CO.O. The product is [CH:34]1([S:31]([C:28]2[CH:29]=[CH:30][C:25]([CH:18]([O:19][C@@H:20]3[CH2:24][CH2:23][O:22][CH2:21]3)[C:17]([NH:16][C:14]3[S:15][C:11]([O:10][C:7]4[CH:8]=[CH:9][C:4]([C:3]([OH:38])=[O:2])=[CH:5][CH:6]=4)=[CH:12][N:13]=3)=[O:37])=[CH:26][CH:27]=2)(=[O:33])=[O:32])[CH2:36][CH2:35]1. The yield is 0.920. (2) The reactants are [Cl-].O[NH3+:3].[C:4](=[O:7])([O-])[OH:5].[Na+].CS(C)=O.[CH2:13]([C:17]1[N:18]=[C:19]([CH3:46])[N:20]([C:40]2[CH:45]=[CH:44][CH:43]=[CH:42][CH:41]=2)[C:21](=[O:39])[C:22]=1[CH2:23][C:24]1[CH:29]=[CH:28][C:27]([C:30]2[C:31]([C:36]#[N:37])=[CH:32][CH:33]=[CH:34][CH:35]=2)=[CH:26][C:25]=1[F:38])[CH2:14][CH2:15][CH3:16]. The catalyst is O.C(OCC)(=O)C. The product is [CH2:13]([C:17]1[N:18]=[C:19]([CH3:46])[N:20]([C:40]2[CH:45]=[CH:44][CH:43]=[CH:42][CH:41]=2)[C:21](=[O:39])[C:22]=1[CH2:23][C:24]1[CH:29]=[CH:28][C:27]([C:30]2[CH:35]=[CH:34][CH:33]=[CH:32][C:31]=2[C:36]2[NH:3][C:4](=[O:7])[O:5][N:37]=2)=[CH:26][C:25]=1[F:38])[CH2:14][CH2:15][CH3:16]. The yield is 0.620. (3) The reactants are [N:1]#[C:2]Br.[Br:4][C:5]1[CH:11]=[CH:10][C:8]([NH2:9])=[CH:7][CH:6]=1. The catalyst is C(OCC)C. The product is [Br:4][C:5]1[CH:11]=[CH:10][C:8]([NH:9][C:2]#[N:1])=[CH:7][CH:6]=1. The yield is 0.920. (4) The reactants are [OH:1][CH2:2][CH2:3][NH:4][CH2:5][CH2:6][CH2:7][C:8]1[CH:15]=[CH:14][C:11]([C:12]#[N:13])=[CH:10][CH:9]=1.C(N(CC)CC)C.[S:23](Cl)([CH3:26])(=[O:25])=[O:24]. The catalyst is C(Cl)Cl. The product is [C:12]([C:11]1[CH:14]=[CH:15][C:8]([CH2:7][CH2:6][CH2:5][N:4]([S:23]([CH3:26])(=[O:25])=[O:24])[CH2:3][CH2:2][O:1][S:23]([CH3:26])(=[O:25])=[O:24])=[CH:9][CH:10]=1)#[N:13]. The yield is 0.620.